Dataset: Reaction yield outcomes from USPTO patents with 853,638 reactions. Task: Predict the reaction yield, written as a fraction of the theoretical maximum amount of product (1.0 means a 100% yield; for example, 0.34 means a 34% yield). The reactants are [NH2:1][C:2]1[C:3]([C:7](Cl)=[N:8][OH:9])=[N:4][O:5][N:6]=1.[Br:11][C:12]1[CH:13]=[C:14]([CH:16]=[CH:17][C:18]=1[F:19])[NH2:15].C(=O)(O)[O-].[Na+]. The catalyst is O. The product is [NH2:1][C:2]1[C:3]([C:7](=[N:8][OH:9])[NH:15][C:14]2[CH:16]=[CH:17][C:18]([F:19])=[C:12]([Br:11])[CH:13]=2)=[N:4][O:5][N:6]=1. The yield is 0.990.